From a dataset of Reaction yield outcomes from USPTO patents with 853,638 reactions. Predict the reaction yield, written as a fraction of the theoretical maximum amount of product (1.0 means a 100% yield; for example, 0.34 means a 34% yield). (1) The reactants are Br[C:2]1[N:3]=[C:4]2[C:10]3[CH:11]=[CH:12][CH:13]=[CH:14][C:9]=3[NH:8][C:7]3[N:15]=[CH:16][CH:17]=[CH:18][C:6]=3[N:5]2[C:19]=1[C:20]1[CH:25]=[CH:24][C:23]([C:26]2([NH:30]C(=O)OC(C)(C)C)[CH2:29][CH2:28][CH2:27]2)=[CH:22][CH:21]=1.CC1(C)C(C)(C)OB([C:46]2[CH:47]=[C:48]3[NH:54][CH:53]=[CH:52][C:49]3=[N:50][CH:51]=2)O1.[O-]P([O-])([O-])=O.[K+].[K+].[K+]. The catalyst is CN(C=O)C.O.CCOC(C)=O.CC(P(C(C)(C)C)C1C=CC(N(C)C)=CC=1)(C)C.CC(P(C(C)(C)C)C1C=CC(N(C)C)=CC=1)(C)C.Cl[Pd]Cl. The product is [NH:54]1[C:48]2[C:49](=[N:50][CH:51]=[C:46]([C:2]3[N:3]=[C:4]4[C:10]5[CH:11]=[CH:12][CH:13]=[CH:14][C:9]=5[NH:8][C:7]5[N:15]=[CH:16][CH:17]=[CH:18][C:6]=5[N:5]4[C:19]=3[C:20]3[CH:21]=[CH:22][C:23]([C:26]4([NH2:30])[CH2:29][CH2:28][CH2:27]4)=[CH:24][CH:25]=3)[CH:47]=2)[CH:52]=[CH:53]1. The yield is 0.600. (2) The reactants are [F:1][C:2]([CH3:36])([CH3:35])[CH2:3][N:4]1[CH2:9][CH2:8][CH:7]([CH2:10][O:11][C:12]2[CH:17]=[CH:16][C:15]([C:18]3[C:19]([C:24]([N:26]4[CH2:30][C@H:29]([OH:31])[CH2:28][C@H:27]4[C:32]([OH:34])=O)=[O:25])=[CH:20][CH:21]=[CH:22][CH:23]=3)=[CH:14][CH:13]=2)[CH2:6][CH2:5]1.[Cl-].[NH4+].C(Cl)CCl.C1C=CC2N(O)N=[N:49]C=2C=1.CCN(C(C)C)C(C)C. The catalyst is CN(C=O)C.O. The product is [F:1][C:2]([CH3:35])([CH3:36])[CH2:3][N:4]1[CH2:9][CH2:8][CH:7]([CH2:10][O:11][C:12]2[CH:17]=[CH:16][C:15]([C:18]3[C:19]([C:24]([N:26]4[CH2:30][C@H:29]([OH:31])[CH2:28][C@H:27]4[C:32]([NH2:49])=[O:34])=[O:25])=[CH:20][CH:21]=[CH:22][CH:23]=3)=[CH:14][CH:13]=2)[CH2:6][CH2:5]1. The yield is 0.250. (3) The catalyst is CO. The yield is 0.900. The reactants are [CH3:1][N:2]1[C:34]2[C:29](=[CH:30][CH:31]=[CH:32][CH:33]=2)[C:4]([CH2:5][C@@H:6]([C:25]([O:27]C)=[O:26])[NH:7][C:8](=[O:24])[CH:9]=[CH:10][C:11]2[CH:16]=[CH:15][C:14]([O:17][C:18]3[CH:23]=[CH:22][CH:21]=[CH:20][CH:19]=3)=[CH:13][CH:12]=2)=[CH:3]1.[OH-].[Na+]. The product is [CH3:1][N:2]1[C:34]2[C:29](=[CH:30][CH:31]=[CH:32][CH:33]=2)[C:4]([CH2:5][C@@H:6]([C:25]([OH:27])=[O:26])[NH:7][C:8](=[O:24])[CH:9]=[CH:10][C:11]2[CH:12]=[CH:13][C:14]([O:17][C:18]3[CH:23]=[CH:22][CH:21]=[CH:20][CH:19]=3)=[CH:15][CH:16]=2)=[CH:3]1. (4) The reactants are [CH3:1][C:2]1[N:6]([CH2:7][C:8]2[C:17]3[C:12](=[CH:13][CH:14]=[CH:15][CH:16]=3)[CH:11]=[CH:10][CH:9]=2)[C:5]2[CH:18]=[C:19]([N:25]3[CH2:30][CH2:29][O:28][CH2:27][CH2:26]3)[CH:20]=[C:21]([C:22](O)=[O:23])[C:4]=2[N:3]=1.[H-].[H-].[H-].[H-].[Li+].[Al+3]. The catalyst is O1CCCC1. The product is [CH3:1][C:2]1[N:6]([CH2:7][C:8]2[C:17]3[C:12](=[CH:13][CH:14]=[CH:15][CH:16]=3)[CH:11]=[CH:10][CH:9]=2)[C:5]2[CH:18]=[C:19]([N:25]3[CH2:30][CH2:29][O:28][CH2:27][CH2:26]3)[CH:20]=[C:21]([CH2:22][OH:23])[C:4]=2[N:3]=1. The yield is 0.170.